Dataset: NCI-60 drug combinations with 297,098 pairs across 59 cell lines. Task: Regression. Given two drug SMILES strings and cell line genomic features, predict the synergy score measuring deviation from expected non-interaction effect. (1) Cell line: KM12. Drug 1: CC12CCC3C(C1CCC2=O)CC(=C)C4=CC(=O)C=CC34C. Drug 2: CCN(CC)CCNC(=O)C1=C(NC(=C1C)C=C2C3=C(C=CC(=C3)F)NC2=O)C. Synergy scores: CSS=46.6, Synergy_ZIP=-6.79, Synergy_Bliss=-10.4, Synergy_Loewe=-20.0, Synergy_HSA=-6.15. (2) Drug 1: CC=C1C(=O)NC(C(=O)OC2CC(=O)NC(C(=O)NC(CSSCCC=C2)C(=O)N1)C(C)C)C(C)C. Drug 2: CC1C(C(CC(O1)OC2CC(OC(C2O)C)OC3=CC4=CC5=C(C(=O)C(C(C5)C(C(=O)C(C(C)O)O)OC)OC6CC(C(C(O6)C)O)OC7CC(C(C(O7)C)O)OC8CC(C(C(O8)C)O)(C)O)C(=C4C(=C3C)O)O)O)O. Cell line: SK-OV-3. Synergy scores: CSS=57.6, Synergy_ZIP=-2.54, Synergy_Bliss=-3.61, Synergy_Loewe=-12.4, Synergy_HSA=-1.01. (3) Drug 1: C1=CN(C(=O)N=C1N)C2C(C(C(O2)CO)O)O.Cl. Drug 2: C1CN(CCN1C(=O)CCBr)C(=O)CCBr. Cell line: NCI-H226. Synergy scores: CSS=2.52, Synergy_ZIP=-4.20, Synergy_Bliss=2.37, Synergy_Loewe=-15.5, Synergy_HSA=-1.72. (4) Drug 1: CN(C)N=NC1=C(NC=N1)C(=O)N. Drug 2: CC1=C2C(C(=O)C3(C(CC4C(C3C(C(C2(C)C)(CC1OC(=O)C(C(C5=CC=CC=C5)NC(=O)OC(C)(C)C)O)O)OC(=O)C6=CC=CC=C6)(CO4)OC(=O)C)O)C)O. Cell line: NCI-H460. Synergy scores: CSS=24.5, Synergy_ZIP=-13.9, Synergy_Bliss=-3.79, Synergy_Loewe=-8.78, Synergy_HSA=-2.88. (5) Drug 1: CS(=O)(=O)C1=CC(=C(C=C1)C(=O)NC2=CC(=C(C=C2)Cl)C3=CC=CC=N3)Cl. Drug 2: CCC1(CC2CC(C3=C(CCN(C2)C1)C4=CC=CC=C4N3)(C5=C(C=C6C(=C5)C78CCN9C7C(C=CC9)(C(C(C8N6C=O)(C(=O)OC)O)OC(=O)C)CC)OC)C(=O)OC)O.OS(=O)(=O)O. Cell line: OVCAR-4. Synergy scores: CSS=19.4, Synergy_ZIP=-0.397, Synergy_Bliss=8.16, Synergy_Loewe=-2.68, Synergy_HSA=7.83. (6) Drug 1: CC1=C(N=C(N=C1N)C(CC(=O)N)NCC(C(=O)N)N)C(=O)NC(C(C2=CN=CN2)OC3C(C(C(C(O3)CO)O)O)OC4C(C(C(C(O4)CO)O)OC(=O)N)O)C(=O)NC(C)C(C(C)C(=O)NC(C(C)O)C(=O)NCCC5=NC(=CS5)C6=NC(=CS6)C(=O)NCCC[S+](C)C)O. Drug 2: CN(C(=O)NC(C=O)C(C(C(CO)O)O)O)N=O. Cell line: OVCAR-5. Synergy scores: CSS=28.5, Synergy_ZIP=2.86, Synergy_Bliss=3.08, Synergy_Loewe=-32.4, Synergy_HSA=1.14.